From a dataset of Kir2.1 potassium channel HTS with 301,493 compounds. Binary Classification. Given a drug SMILES string, predict its activity (active/inactive) in a high-throughput screening assay against a specified biological target. (1) The molecule is Brc1c2c3c(c4c(c2=O)cccc4)c(c(=O)n(c3cc1)C)C(=O)C. The result is 0 (inactive). (2) The drug is S(c1nc2OC(N(c3c(c2nn1)cccc3)C(=O)c1ccccc1)C)C. The result is 0 (inactive). (3) The compound is Clc1cc(NS(=O)(=O)c2ccccc2)c(c(c1O)C)C. The result is 1 (active). (4) The result is 0 (inactive). The drug is S(=O)(=O)(N(C)C)c1cc([N+]([O-])=O)c(NCC)cc1. (5) The compound is O(Cc1c(onc1C)C)c1ccc(cc1)C(=O)Nc1ncccc1C. The result is 0 (inactive).